From a dataset of Reaction yield outcomes from USPTO patents with 853,638 reactions. Predict the reaction yield, written as a fraction of the theoretical maximum amount of product (1.0 means a 100% yield; for example, 0.34 means a 34% yield). (1) The reactants are [Cl:1][C:2]1[CH:11]=[C:10]([Cl:12])[C:9]([N:13]2[CH:17]=[CH:16][CH:15]=[N:14]2)=[CH:8][C:3]=1[C:4](OC)=[O:5].[NH3:18]. The product is [Cl:1][C:2]1[CH:11]=[C:10]([Cl:12])[C:9]([N:13]2[CH:17]=[CH:16][CH:15]=[N:14]2)=[CH:8][C:3]=1[C:4]([NH2:18])=[O:5]. The catalyst is CO. The yield is 0.580. (2) The reactants are [Si:1]([O:8][CH2:9][C@@H:10]([C:12]1[CH:13]=[N:14][C:15]([CH:18]([F:20])[F:19])=[CH:16][CH:17]=1)[OH:11])([C:4]([CH3:7])([CH3:6])[CH3:5])([CH3:3])[CH3:2].[CH3:21][S:22](Cl)(=[O:24])=[O:23].CCN(CC)CC.O. The catalyst is C(Cl)Cl. The product is [CH3:21][S:22]([O:11][C@H:10]([C:12]1[CH:13]=[N:14][C:15]([CH:18]([F:20])[F:19])=[CH:16][CH:17]=1)[CH2:9][O:8][Si:1]([C:4]([CH3:7])([CH3:6])[CH3:5])([CH3:3])[CH3:2])(=[O:24])=[O:23]. The yield is 0.600. (3) The reactants are ClC1C=C(C=CC=1)C(OO)=O.[F:12][C:13]1[CH:18]=[CH:17][C:16]([C:19]2[CH:28]=[C:27]3[C:22]([CH:23]=[C:24]([S:29][CH2:30][CH2:31][C:32]([O:34][CH3:35])=[O:33])[CH:25]=[N:26]3)=[CH:21][CH:20]=2)=[CH:15][CH:14]=1.[OH-:36].[Ca+2].[OH-:38]. The catalyst is ClCCl. The product is [F:12][C:13]1[CH:14]=[CH:15][C:16]([C:19]2[CH:28]=[C:27]3[C:22]([CH:23]=[C:24]([S:29]([CH2:30][CH2:31][C:32]([O:34][CH3:35])=[O:33])(=[O:38])=[O:36])[CH:25]=[N:26]3)=[CH:21][CH:20]=2)=[CH:17][CH:18]=1. The yield is 0.840. (4) The reactants are [Br:1][C:2]1[CH:3]=[C:4]([C@@H:9]([NH:19][C:20](=[O:26])[O:21]C(C)(C)C)[C@@H:10]([C:12]2[CH:17]=[CH:16][CH:15]=[C:14]([F:18])[CH:13]=2)O)[C:5]([F:8])=[N:6][CH:7]=1.FC(F)(F)[C:29]([OH:31])=[O:30].C(N1C=CN=C1)([N:36]1C=CN=C1)=O. The catalyst is ClCCl.N.CO.O1CCCC1. The product is [Br:1][C:2]1[CH:3]=[C:4]([C@@H:9]2[C@@H:10]([C:12]3[CH:17]=[CH:16][CH:15]=[C:14]([F:18])[CH:13]=3)[O:26][C:20](=[O:21])[NH:19]2)[C:5]([F:8])=[N:6][CH:7]=1.[Br:1][C:2]1[CH:3]=[C:4]([C@H:9]2[O:31][C:29](=[O:30])[NH:36][C@@H:10]2[C:12]2[CH:17]=[CH:16][CH:15]=[C:14]([F:18])[CH:13]=2)[C:5]([F:8])=[N:6][CH:7]=1. The yield is 0.136. (5) The reactants are C[Si]([C:5]#[N:6])(C)C.[NH2:7][C:8]1[CH:12]=[C:11]([CH3:13])[NH:10][N:9]=1.[C:14]1(=O)[CH2:17][CH2:16][CH2:15]1. The product is [CH3:13][C:11]1[CH:12]=[C:8]([NH:7][C:14]2([C:5]#[N:6])[CH2:17][CH2:16][CH2:15]2)[NH:9][N:10]=1. The catalyst is ClCCl. The yield is 0.760. (6) The reactants are [H-].C([Al+]CC(C)C)C(C)C.[CH2:11]1[CH2:15][O:14][CH2:13][CH2:12]1.[N:16]1[C:25]2[C:20](=[CH:21][C:22](C3(C#N)CC3)=[CH:23][CH:24]=2)[CH:19]=[CH:18][CH:17]=1.C(O)(C)C. The catalyst is C1(C)C=CC=CC=1.C(OCC)(=O)C. The product is [N:16]1[C:25]2[C:20](=[CH:21][C:22]([C:11]3([CH:15]=[O:14])[CH2:13][CH2:12]3)=[CH:23][CH:24]=2)[CH:19]=[CH:18][CH:17]=1. The yield is 0.951.